From a dataset of Forward reaction prediction with 1.9M reactions from USPTO patents (1976-2016). Predict the product of the given reaction. (1) Given the reactants [Br:1][C:2]1[CH:3]=[C:4]2[CH:10]=[CH:9][NH:8][C:5]2=[N:6][CH:7]=1.[H-].[Na+].[CH3:13][S:14](Cl)(=[O:16])=[O:15].O, predict the reaction product. The product is: [Br:1][C:2]1[CH:3]=[C:4]2[CH:10]=[CH:9][N:8]([S:14]([CH3:13])(=[O:16])=[O:15])[C:5]2=[N:6][CH:7]=1. (2) Given the reactants [C:1]([O:5][C:6]([NH:8][C:9]1[CH:19]=[CH:18][C:12]([C:13](OCC)=[O:14])=[CH:11][N:10]=1)=[O:7])([CH3:4])([CH3:3])[CH3:2].[H-].[H-].[H-].[H-].[Li+].[Al+3], predict the reaction product. The product is: [OH:14][CH2:13][C:12]1[CH:18]=[CH:19][C:9]([NH:8][C:6](=[O:7])[O:5][C:1]([CH3:3])([CH3:2])[CH3:4])=[N:10][CH:11]=1. (3) The product is: [Cl-:22].[CH2:13]([NH2+:8][CH2:9][C:10]([O:12][CH3:15])=[O:11])[CH3:14]. Given the reactants C(OC([N:8]([CH2:13][CH3:14])[CH2:9][C:10]([OH:12])=[O:11])=O)(C)(C)C.[CH3:15][Si](C=[N+]=[N-])(C)C.[ClH:22].CC(O)=O, predict the reaction product. (4) Given the reactants [Cl:1][C:2]1[CH:10]=[CH:9][CH:8]=[C:7]2[C:3]=1[CH:4]=[CH:5][NH:6]2.[H-].[Na+].[Cl:13][CH2:14][CH2:15][CH:16](OS(C)(=O)=O)[C:17]1[CH:22]=[CH:21][CH:20]=[CH:19][CH:18]=1, predict the reaction product. The product is: [Cl:1][C:2]1[CH:10]=[CH:9][CH:8]=[C:7]2[C:3]=1[CH:4]=[CH:5][N:6]2[C@H:16]([C:17]1[CH:22]=[CH:21][CH:20]=[CH:19][CH:18]=1)[CH2:15][CH2:14][Cl:13]. (5) Given the reactants [C:1]([OH:11])(=[O:10])[CH2:2][CH2:3][CH2:4][CH2:5][CH2:6][CH2:7][CH2:8][CH3:9].[CH3:12]O, predict the reaction product. The product is: [CH3:9][CH2:8][CH2:7][CH2:6][CH2:5][CH2:4][CH2:3][CH2:2][C:1]([O:11][CH3:12])=[O:10].